From a dataset of Full USPTO retrosynthesis dataset with 1.9M reactions from patents (1976-2016). Predict the reactants needed to synthesize the given product. (1) Given the product [C:69]([C:68]1[CH:67]=[C:66]([NH:65][C:28]([C@H:9]2[C@H:8]([C:4]3[CH:5]=[CH:6][CH:7]=[C:2]([Cl:1])[C:3]=3[F:31])[C@:12]([C:15]3[CH:20]=[CH:19][C:18]([Cl:21])=[CH:17][C:16]=3[F:22])([C:13]#[N:14])[C@H:11]([CH2:23][C:24]([CH3:25])([CH3:27])[CH3:26])[NH:10]2)=[O:29])[CH:74]=[CH:73][CH:72]=1)(=[O:70])[NH2:71], predict the reactants needed to synthesize it. The reactants are: [Cl:1][C:2]1[C:3]([F:31])=[C:4]([CH:8]2[C:12]([C:15]3[CH:20]=[CH:19][C:18]([Cl:21])=[CH:17][C:16]=3[F:22])([C:13]#[N:14])[CH:11]([CH2:23][C:24]([CH3:27])([CH3:26])[CH3:25])[NH:10][CH:9]2[C:28](O)=[O:29])[CH:5]=[CH:6][CH:7]=1.CN(C(ON1N=NC2C=CC=NC1=2)=[N+](C)C)C.F[P-](F)(F)(F)(F)F.CCN(C(C)C)C(C)C.[NH2:65][C:66]1[CH:67]=[C:68]([CH:72]=[CH:73][CH:74]=1)[C:69]([NH2:71])=[O:70]. (2) Given the product [Cl:12][C:9]1[CH:10]=[CH:11][C:6]([NH:5][C:3](=[O:4])[CH2:2][NH:18][CH2:17][C:16]2[CH:19]=[CH:20][C:21]([O:23][CH3:24])=[CH:22][C:15]=2[O:14][CH3:13])=[CH:7][CH:8]=1, predict the reactants needed to synthesize it. The reactants are: Cl[CH2:2][C:3]([NH:5][C:6]1[CH:11]=[CH:10][C:9]([Cl:12])=[CH:8][CH:7]=1)=[O:4].[CH3:13][O:14][C:15]1[CH:22]=[C:21]([O:23][CH3:24])[CH:20]=[CH:19][C:16]=1[CH2:17][NH2:18].